Dataset: Reaction yield outcomes from USPTO patents with 853,638 reactions. Task: Predict the reaction yield, written as a fraction of the theoretical maximum amount of product (1.0 means a 100% yield; for example, 0.34 means a 34% yield). (1) The reactants are C([O:3][C:4](=O)[C:5](=[O:22])[CH2:6][C:7]1([C:13]2[CH:18]=[CH:17][CH:16]=[C:15]([Cl:19])[C:14]=2[O:20][CH3:21])[CH2:12][CH2:11][CH2:10][CH2:9][CH2:8]1)C.[F:24][C:25]([Si](C)(C)C)([F:27])[F:26].[F-].C([N+](CCCC)(CCCC)CCCC)CCC.O. The catalyst is O1CCCC1.C(OC)(C)(C)C.[F-].C([N+](CCCC)(CCCC)CCCC)CCC. The product is [Cl:19][C:15]1[C:14]([O:20][CH3:21])=[C:13]([C:7]2([CH2:6][C:5]([OH:22])([C:25]([F:27])([F:26])[F:24])[CH:4]=[O:3])[CH2:12][CH2:11][CH2:10][CH2:9][CH2:8]2)[CH:18]=[CH:17][CH:16]=1. The yield is 0.511. (2) The product is [CH3:20][C:19]1[C:12]2[C:11]([NH:9][C:4]3[CH:5]=[CH:6][CH:7]=[CH:8][C:3]=3[S:2][CH3:1])=[N:16][CH:15]=[N:14][C:13]=2[S:17][C:18]=1[CH3:21]. The reactants are [CH3:1][S:2][C:3]1[CH:8]=[CH:7][CH:6]=[CH:5][C:4]=1[NH2:9].Cl[C:11]1[C:12]2[C:19]([CH3:20])=[C:18]([CH3:21])[S:17][C:13]=2[N:14]=[CH:15][N:16]=1.CC(O)C.[OH-].[NH4+]. The yield is 0.720. The catalyst is O. (3) The reactants are [Cl:1][C:2]1[CH:7]=[CH:6][CH:5]=[CH:4][C:3]=1[C:8]1[N:9]([C:16]2[CH:21]=[CH:20][C:19]([Cl:22])=[CH:18][CH:17]=2)[CH:10]=[C:11]([C:13]([OH:15])=[O:14])[N:12]=1.Cl.CN(C)CCCN=C=NCC.C(N(CC)CC)C.[F:42][C:43]1[C:48](O)=[C:47]([F:50])[C:46]([F:51])=[C:45]([F:52])[C:44]=1[F:53]. The catalyst is ClCCl. The product is [Cl:1][C:2]1[CH:7]=[CH:6][CH:5]=[CH:4][C:3]=1[C:8]1[N:9]([C:16]2[CH:17]=[CH:18][C:19]([Cl:22])=[CH:20][CH:21]=2)[CH:10]=[C:11]([C:13]([O:15][C:48]2[C:47]([F:50])=[C:46]([F:51])[C:45]([F:52])=[C:44]([F:53])[C:43]=2[F:42])=[O:14])[N:12]=1. The yield is 0.320. (4) The reactants are [Cl:1][C:2]1[CH:3]=[CH:4][C:5]([O:35][CH:36]([F:38])[F:37])=[C:6]([C:8]2[C:12]([NH:13][C:14]([C:16]3[CH:17]=[N:18][N:19]4[CH:24]=[CH:23][CH:22]=[N:21][C:20]=34)=[O:15])=[CH:11][N:10]([CH2:25][C:26](=[O:34])[N:27]3[CH2:32][CH2:31][C:30](=O)[CH2:29][CH2:28]3)[N:9]=2)[CH:7]=1.O1CCOCC1.[NH2:45][CH2:46][CH2:47][C:48]#[N:49].C(O[BH-](OC(=O)C)OC(=O)C)(=O)C.[Na+]. The catalyst is C(Cl)Cl.CO.C(O)(=O)C. The product is [Cl:1][C:2]1[CH:3]=[CH:4][C:5]([O:35][CH:36]([F:37])[F:38])=[C:6]([C:8]2[C:12]([NH:13][C:14]([C:16]3[CH:17]=[N:18][N:19]4[CH:24]=[CH:23][CH:22]=[N:21][C:20]=34)=[O:15])=[CH:11][N:10]([CH2:25][C:26]([N:27]3[CH2:32][CH2:31][CH:30]([NH:49][CH2:48][CH2:47][C:46]#[N:45])[CH2:29][CH2:28]3)=[O:34])[N:9]=2)[CH:7]=1. The yield is 0.910. (5) The reactants are [C:1]([C:3]1[CH:13]=[CH:12][C:6]([C:7](OCC)=[O:8])=[CH:5][CH:4]=1)#[N:2].O.[NH2:15][NH2:16]. The catalyst is C(O)C. The product is [C:1]([C:3]1[CH:13]=[CH:12][C:6]([C:7]([NH:15][NH2:16])=[O:8])=[CH:5][CH:4]=1)#[N:2]. The yield is 0.900. (6) The reactants are [C:1]([NH:8][C@@H:9]([C:11]([OH:13])=O)[CH3:10])([O:3][C:4]([CH3:7])([CH3:6])[CH3:5])=[O:2].Cl.CN[O:17][CH3:18].[CH:19]([N:22](CC)C(C)C)(C)C.CN(C(ON1N=NC2C=CC=NC1=2)=[N+](C)C)C.F[P-](F)(F)(F)(F)F. The catalyst is CN(C=O)C. The product is [C:4]([O:3][C:1](=[O:2])[NH:8][C@@H:9]([C:11](=[O:13])[NH:22][CH2:19][O:17][CH3:18])[CH3:10])([CH3:5])([CH3:6])[CH3:7]. The yield is 0.850. (7) The reactants are Br[C:2]1[CH:7]=[CH:6][C:5]([C:8]2[N:9]([CH2:15][CH:16]3[CH2:20][CH2:19][N:18]([C:21]([CH:23]4[CH2:25][CH2:24]4)=[O:22])[CH2:17]3)[C:10]([CH3:14])=[C:11]([CH3:13])[N:12]=2)=[CH:4][CH:3]=1.[OH:26][C:27]1[CH:28]=[C:29](B(O)O)[CH:30]=[CH:31][CH:32]=1.C([O-])([O-])=O.[Na+].[Na+]. The catalyst is O1CCOCC1.O.C1C=CC([P]([Pd]([P](C2C=CC=CC=2)(C2C=CC=CC=2)C2C=CC=CC=2)([P](C2C=CC=CC=2)(C2C=CC=CC=2)C2C=CC=CC=2)[P](C2C=CC=CC=2)(C2C=CC=CC=2)C2C=CC=CC=2)(C2C=CC=CC=2)C2C=CC=CC=2)=CC=1. The product is [CH:23]1([C:21]([N:18]2[CH2:19][CH2:20][CH:16]([CH2:15][N:9]3[C:10]([CH3:14])=[C:11]([CH3:13])[N:12]=[C:8]3[C:5]3[CH:6]=[CH:7][C:2]([C:31]4[CH:30]=[CH:29][CH:28]=[C:27]([OH:26])[CH:32]=4)=[CH:3][CH:4]=3)[CH2:17]2)=[O:22])[CH2:25][CH2:24]1. The yield is 0.160. (8) The reactants are [CH:1]1([CH:4]2[O:15][C:8]3[N:9]=[C:10]([Cl:14])[N:11]=[C:12](Cl)[C:7]=3[O:6][CH2:5]2)[CH2:3][CH2:2]1.[NH:16]1[CH2:21][CH2:20][O:19][CH2:18][CH2:17]1.C(N(CC)CC)C. No catalyst specified. The product is [Cl:14][C:10]1[N:11]=[C:12]([N:16]2[CH2:21][CH2:20][O:19][CH2:18][CH2:17]2)[C:7]2[O:6][CH2:5][CH:4]([CH:1]3[CH2:3][CH2:2]3)[O:15][C:8]=2[N:9]=1. The yield is 0.870. (9) The reactants are [C:1]([C:5]1[CH:10]=[CH:9][C:8]([N+:11]([O-:13])=[O:12])=[CH:7][C:6]=1[OH:14])([CH3:4])([CH3:3])[CH3:2].[C:15]([O-])([O-])=O.[K+].[K+].CI. The catalyst is CN(C=O)C.O. The product is [C:1]([C:5]1[CH:10]=[CH:9][C:8]([N+:11]([O-:13])=[O:12])=[CH:7][C:6]=1[O:14][CH3:15])([CH3:4])([CH3:2])[CH3:3]. The yield is 0.760.